From a dataset of Forward reaction prediction with 1.9M reactions from USPTO patents (1976-2016). Predict the product of the given reaction. (1) Given the reactants [N+]([C:4]1[CH:11]=[CH:10][CH:9]=[CH:8][C:5]=1[CH:6]=[O:7])([O-])=O.[CH3:12][C:13]1[CH:18]=[C:17]([CH3:19])[CH:16]=[CH:15][C:14]=1[SH:20].C([O-])([O-])=O.[K+].[K+].O, predict the reaction product. The product is: [CH3:12][C:13]1[CH:18]=[C:17]([CH3:19])[CH:16]=[CH:15][C:14]=1[S:20][C:4]1[CH:11]=[CH:10][CH:9]=[CH:8][C:5]=1[CH:6]=[O:7]. (2) Given the reactants Cl.Br[C:3]1[CH:12]=[C:11]2[C:6]([C:7]([NH:13][C:14]3[CH:19]=[CH:18][C:17]([F:20])=[C:16]([Cl:21])[CH:15]=3)=[N:8][CH:9]=[N:10]2)=[CH:5][C:4]=1[N+:22]([O-:24])=[O:23].[CH3:25][C:26]([N:30]1[CH2:35][CH2:34][N:33]([CH3:36])[CH2:32][CH2:31]1)([CH3:29])[C:27]#[CH:28].C(N(CC)CC)C.C1(P(C2C=CC=CC=2)C2C=CC=CC=2)C=CC=CC=1.N, predict the reaction product. The product is: [Cl:21][C:16]1[CH:15]=[C:14]([NH:13][C:7]2[C:6]3[C:11](=[CH:12][C:3]([C:28]#[C:27][C:26]([CH3:29])([N:30]4[CH2:31][CH2:32][N:33]([CH3:36])[CH2:34][CH2:35]4)[CH3:25])=[C:4]([N+:22]([O-:24])=[O:23])[CH:5]=3)[N:10]=[CH:9][N:8]=2)[CH:19]=[CH:18][C:17]=1[F:20].